This data is from Reaction yield outcomes from USPTO patents with 853,638 reactions. The task is: Predict the reaction yield, written as a fraction of the theoretical maximum amount of product (1.0 means a 100% yield; for example, 0.34 means a 34% yield). The catalyst is CO.[C].[Pd]. The reactants are [C:1]([O:5][C:6](=[O:23])[CH2:7][C@H:8]1[CH2:11][C@H:10]([C:12]([O:14][C@H](C2C=CC=CC=2)C)=[O:13])[CH2:9]1)([CH3:4])([CH3:3])[CH3:2]. The yield is 0.970. The product is [C:1]([O:5][C:6](=[O:23])[CH2:7][C@H:8]1[CH2:9][C@H:10]([C:12]([OH:14])=[O:13])[CH2:11]1)([CH3:4])([CH3:2])[CH3:3].